This data is from Full USPTO retrosynthesis dataset with 1.9M reactions from patents (1976-2016). The task is: Predict the reactants needed to synthesize the given product. (1) Given the product [Cl:1][C:2]1[N:7]=[C:6]([C:15]2[CH:20]=[CH:19][CH:18]=[CH:17][CH:16]=2)[N:5]=[C:4]([N:9]2[CH2:14][CH2:13][O:12][CH2:11][CH2:10]2)[CH:3]=1, predict the reactants needed to synthesize it. The reactants are: [Cl:1][C:2]1[N:7]=[C:6](I)[N:5]=[C:4]([N:9]2[CH2:14][CH2:13][O:12][CH2:11][CH2:10]2)[CH:3]=1.[C:15]1(B(O)O)[CH:20]=[CH:19][CH:18]=[CH:17][CH:16]=1.C(=O)(O)[O-].[Na+]. (2) Given the product [Cl:32][C:33]1[CH:34]=[CH:35][C:36]2[O:45][C:44]3[C:43](=[O:46])[NH:42][C:41]([CH2:47][N:59]4[CH2:60][CH2:61][N:56]([CH3:55])[CH2:57][CH2:58]4)=[N:40][C:39]=3[C:37]=2[CH:38]=1, predict the reactants needed to synthesize it. The reactants are: BrC1C=CC(OCC(N)=O)=C(C#N)C=1.BrC1C=CC2OC3C(=O)NC(CCl)=NC=3C=2C=1.[Cl:32][C:33]1[CH:34]=[CH:35][C:36]2[O:45][C:44]3[C:43](=[O:46])[NH:42][C:41]([CH2:47]Cl)=[N:40][C:39]=3[C:37]=2[CH:38]=1.N1CCCCC1.[CH3:55][N:56]1[CH2:61][CH2:60][NH:59][CH2:58][CH2:57]1. (3) Given the product [F:27][C:12]1([F:28])[C@@H:11]([CH3:29])[C@H:10](/[CH:9]=[CH:8]/[C:5]2[CH:4]=[CH:3][C:2]([C:35]3[CH:34]=[CH:33][CH:32]=[C:31]([F:30])[CH:36]=3)=[CH:7][N:6]=2)[C@H:18]2[C@:14]([C:21]3[O:25][C:24](=[O:26])[NH:23][N:22]=3)([C:15](=[O:20])[O:16][C@@H:17]2[CH3:19])[CH2:13]1, predict the reactants needed to synthesize it. The reactants are: Br[C:2]1[CH:3]=[CH:4][C:5](/[CH:8]=[CH:9]/[C@@H:10]2[C@H:18]3[C@:14]([C:21]4[O:25][C:24](=[O:26])[NH:23][N:22]=4)([C:15](=[O:20])[O:16][C@@H:17]3[CH3:19])[CH2:13][C:12]([F:28])([F:27])[C@H:11]2[CH3:29])=[N:6][CH:7]=1.[F:30][C:31]1[CH:32]=[C:33](B(O)O)[CH:34]=[CH:35][CH:36]=1.P([O-])([O-])([O-])=O.[K+].[K+].[K+]. (4) Given the product [NH2:9]/[C:8](/[C:5]1[CH:4]=[CH:3][C:2]([Br:1])=[CH:7][N:6]=1)=[CH:16]\[C:17]#[N:18], predict the reactants needed to synthesize it. The reactants are: [Br:1][C:2]1[CH:3]=[CH:4][C:5]([C:8]#[N:9])=[N:6][CH:7]=1.CC(C)([O-])C.[K+].[CH3:16][C:17]#[N:18]. (5) Given the product [Br:1][C:2]1[CH:7]=[CH:6][CH:5]=[CH:4][C:3]=1[C:8]1[N:9]=[C:10]([CH2:13][O:14][C:15]2[CH:26]=[CH:25][C:18]([O:19][CH2:20][C:21]([OH:23])=[O:22])=[C:17]([CH3:27])[CH:16]=2)[S:11][CH:12]=1, predict the reactants needed to synthesize it. The reactants are: [Br:1][C:2]1[CH:7]=[CH:6][CH:5]=[CH:4][C:3]=1[C:8]1[N:9]=[C:10]([CH2:13][O:14][C:15]2[CH:26]=[CH:25][C:18]([O:19][CH2:20][C:21]([O:23]C)=[O:22])=[C:17]([CH3:27])[CH:16]=2)[S:11][CH:12]=1.[Li+].[OH-].Cl.CCOC(C)=O. (6) Given the product [CH3:29][N:24]1[C:23]([N:6]2[CH2:7][C@H:8]([S:10]([C:13]3[CH:18]=[CH:17][CH:16]=[CH:15][C:14]=3[C:19]([F:22])([F:20])[F:21])(=[O:11])=[O:12])[CH2:9][C@H:5]2[C:3]([OH:4])=[O:2])=[CH:27][C:26]([CH3:28])=[N:25]1, predict the reactants needed to synthesize it. The reactants are: C[O:2][C:3]([C@@H:5]1[CH2:9][C@@H:8]([S:10]([C:13]2[CH:18]=[CH:17][CH:16]=[CH:15][C:14]=2[C:19]([F:22])([F:21])[F:20])(=[O:12])=[O:11])[CH2:7][N:6]1[C:23]1[N:24]([CH3:29])[N:25]=[C:26]([CH3:28])[CH:27]=1)=[O:4].[OH-].[Li+]. (7) Given the product [C:3]1([CH2:9][CH2:10][CH2:11][CH2:12][O:13][CH2:21][CH2:14][CH2:15][CH2:16][S:17]([O-:20])(=[O:19])=[O:18])[CH:8]=[CH:7][CH:6]=[CH:5][CH:4]=1.[Na+:2], predict the reactants needed to synthesize it. The reactants are: [H-].[Na+:2].[C:3]1([CH2:9][CH2:10][CH2:11][CH2:12][OH:13])[CH:8]=[CH:7][CH:6]=[CH:5][CH:4]=1.[CH2:14]1[CH2:21][O:20][S:17](=[O:19])(=[O:18])[CH2:16][CH2:15]1.